From a dataset of Forward reaction prediction with 1.9M reactions from USPTO patents (1976-2016). Predict the product of the given reaction. (1) Given the reactants [C:1]([S:5][CH2:6][C:7]1[N:12]=[CH:11][C:10]([CH2:13][NH:14][C:15]2[C:25]3[CH2:24][CH2:23][N:22](C(=O)C(F)(F)F)[CH2:21][CH2:20][C:19]=3[CH:18]=[CH:17][C:16]=2[Cl:32])=[CH:9][CH:8]=1)([CH3:4])([CH3:3])[CH3:2].C(=O)([O-])[O-].[K+].[K+], predict the reaction product. The product is: [C:1]([S:5][CH2:6][C:7]1[N:12]=[CH:11][C:10]([CH2:13][NH:14][C:15]2[C:25]3[CH2:24][CH2:23][NH:22][CH2:21][CH2:20][C:19]=3[CH:18]=[CH:17][C:16]=2[Cl:32])=[CH:9][CH:8]=1)([CH3:4])([CH3:2])[CH3:3]. (2) Given the reactants [Br:1][C:2]1[S:3][C:4](NC(=O)OC(C)(C)C)=[C:5]([C:7](=[O:31])[NH:8][C:9]2[CH:10]=[N:11][N:12]([CH3:30])[C:13]=2[C:14]23[O:21]C(CC2)[CH:17]([NH:22][C:23]([O:25][C:26]([CH3:29])([CH3:28])[CH3:27])=[O:24])[CH2:16][CH2:15]3)[N:6]=1.[CH3:40][O:41][C@H:42]1[C@H](N[C:40](=O)[O:41][C:42](C)(C)[CH3:43])CC[C@@H](C2N(C)N=CC=2[N+]([O-])=O)O[CH2:43]1.BrC1SC=C(C(O)=O)N=1, predict the reaction product. The product is: [Br:1][C:2]1[S:3][CH:4]=[C:5]([C:7]([NH:8][C:9]2[CH:10]=[N:11][N:12]([CH3:30])[C:13]=2[C@H:14]2[O:21][CH2:43][C@@H:42]([O:41][CH3:40])[C@H:17]([NH:22][C:23](=[O:24])[O:25][C:26]([CH3:29])([CH3:28])[CH3:27])[CH2:16][CH2:15]2)=[O:31])[N:6]=1. (3) Given the reactants [CH3:1][O:2][C:3]1[CH:8]=[CH:7][N:6]=[C:5]([CH2:9][S:10][C:11]2[NH:26][C:14]3=[N:15][C:16]([O:20][CH2:21][C:22]([F:25])([F:24])[F:23])=[C:17]([CH3:19])[CH:18]=[C:13]3[N:12]=2)[C:4]=1[CH3:27].ClC1C=CC=C(C(OO)=[O:36])C=1.C(=O)(O)[O-].[Na+], predict the reaction product. The product is: [CH3:1][O:2][C:3]1[CH:8]=[CH:7][N:6]=[C:5]([CH2:9][S:10]([C:11]2[NH:26][C:14]3=[N:15][C:16]([O:20][CH2:21][C:22]([F:23])([F:24])[F:25])=[C:17]([CH3:19])[CH:18]=[C:13]3[N:12]=2)=[O:36])[C:4]=1[CH3:27]. (4) Given the reactants [C:1]([O:5][C:6](=[O:18])[NH:7][C@H:8]1[CH2:13][CH2:12][C@H:11]([CH2:14][OH:15])[C@@H:10]([O:16][CH3:17])[CH2:9]1)([CH3:4])([CH3:3])[CH3:2].[CH3:19][S:20](Cl)(=[O:22])=[O:21], predict the reaction product. The product is: [CH3:19][S:20]([O:15][CH2:14][C@H:11]1[CH2:12][CH2:13][C@H:8]([NH:7][C:6]([O:5][C:1]([CH3:4])([CH3:3])[CH3:2])=[O:18])[CH2:9][C@@H:10]1[O:16][CH3:17])(=[O:22])=[O:21].